From a dataset of Peptide-MHC class I binding affinity with 185,985 pairs from IEDB/IMGT. Regression. Given a peptide amino acid sequence and an MHC pseudo amino acid sequence, predict their binding affinity value. This is MHC class I binding data. (1) The peptide sequence is EYHRLIHSL. The MHC is HLA-A24:02 with pseudo-sequence HLA-A24:02. The binding affinity (normalized) is 0.315. (2) The MHC is HLA-A02:12 with pseudo-sequence HLA-A02:12. The peptide sequence is YALTEYHAM. The binding affinity (normalized) is 0.0847. (3) The peptide sequence is GAWCYDYTV. The MHC is HLA-B27:03 with pseudo-sequence HLA-B27:03. The binding affinity (normalized) is 0.0847. (4) The peptide sequence is FASASSYAI. The MHC is HLA-B35:01 with pseudo-sequence HLA-B35:01. The binding affinity (normalized) is 1.00. (5) The peptide sequence is DEMVCKWLL. The MHC is HLA-A26:01 with pseudo-sequence HLA-A26:01. The binding affinity (normalized) is 0.0847. (6) The peptide sequence is QEGKCESCVY. The MHC is HLA-B44:03 with pseudo-sequence HLA-B44:03. The binding affinity (normalized) is 0.564. (7) The peptide sequence is LKFSLPFPFLYKFLL. The MHC is HLA-B35:01 with pseudo-sequence HLA-B35:01. The binding affinity (normalized) is 0.0939.